This data is from Forward reaction prediction with 1.9M reactions from USPTO patents (1976-2016). The task is: Predict the product of the given reaction. Given the reactants [CH3:1][O:2][C:3]1[CH:40]=[CH:39][C:6]([CH2:7][N:8]([CH2:30][C:31]2[CH:36]=[CH:35][C:34]([O:37][CH3:38])=[CH:33][CH:32]=2)[C:9]2[N:14]=[C:13]([O:15][CH2:16][CH3:17])[C:12]([S:18][C:19]3[N:24]=[C:23]([NH2:25])[CH:22]=[C:21]([NH2:26])[N:20]=3)=[C:11]([O:27][CH2:28][CH3:29])[N:10]=2)=[CH:5][CH:4]=1, predict the reaction product. The product is: [CH3:38][O:37][C:34]1[CH:33]=[CH:32][C:31]([CH2:30][N:8]([CH2:7][C:6]2[CH:5]=[CH:4][C:3]([O:2][CH3:1])=[CH:40][CH:39]=2)[C:9]2[N:10]=[C:11]([O:27][CH2:28][CH3:29])[C:12]([S:18][C:19]3[N:20]=[C:21]([NH:26][C:3](=[O:2])[CH3:4])[CH:22]=[C:23]([NH:25][C:13](=[O:15])[CH3:12])[N:24]=3)=[C:13]([O:15][CH2:16][CH3:17])[N:14]=2)=[CH:36][CH:35]=1.